This data is from Forward reaction prediction with 1.9M reactions from USPTO patents (1976-2016). The task is: Predict the product of the given reaction. (1) Given the reactants [C:1]([O:9][CH:10](/[CH:37]=[CH:38]/[C@@H:39]([C@@H:48]1[O:53][C@H:52]2[CH2:54][CH2:55][C@H:56]([CH2:58][C:59](=[O:106])[CH:60]([C@@H:70]3[C@@H:74]([O:75][CH3:76])[C@@H:73]([CH2:77][C@H:78]([O:88][Si:89]([C:92]([CH3:95])([CH3:94])[CH3:93])([CH3:91])[CH3:90])[CH2:79][O:80][Si:81]([C:84]([CH3:87])([CH3:86])[CH3:85])([CH3:83])[CH3:82])[O:72][C@H:71]3[CH2:96][CH2:97][O:98][Si:99]([CH2:104][CH3:105])([CH2:102][CH3:103])[CH2:100][CH3:101])S(C3C=CC=CC=3)(=O)=O)[O:57][C@@H:51]2[C@H:50]([O:107][Si:108]([C:111]([CH3:114])([CH3:113])[CH3:112])([CH3:110])[CH3:109])[C@@H:49]1[O:115][Si:116]([C:119]([CH3:122])([CH3:121])[CH3:120])([CH3:118])[CH3:117])[O:40][Si:41]([C:44]([CH3:47])([CH3:46])[CH3:45])([CH3:43])[CH3:42])[CH2:11][CH2:12][C@@H:13]1[O:21][C@@H:20]2[C@@:15]([CH2:35][I:36])([O:16][C@@H:17]([CH2:22][C@@H:23]([CH3:34])[C:24]([O:26][S:27]([C:30]([F:33])([F:32])[F:31])(=[O:29])=[O:28])=[CH2:25])[CH2:18][CH2:19]2)[CH2:14]1)(=[O:8])[C:2]1[CH:7]=[CH:6][CH:5]=[CH:4][CH:3]=1.[C@H](O)(C([O-])=O)[C@@H](O)C([O-])=O.[Na+].[K+].C(=O)([O-])[O-].[K+].[K+].O, predict the reaction product. The product is: [C:1]([O:9][CH:10](/[CH:37]=[CH:38]/[C@@H:39]([C@@H:48]1[O:53][C@H:52]2[CH2:54][CH2:55][C@H:56]([CH2:58][C:59](=[O:106])[CH2:60][C@@H:70]3[C@@H:74]([O:75][CH3:76])[C@@H:73]([CH2:77][C@H:78]([O:88][Si:89]([C:92]([CH3:93])([CH3:94])[CH3:95])([CH3:91])[CH3:90])[CH2:79][O:80][Si:81]([C:84]([CH3:85])([CH3:86])[CH3:87])([CH3:83])[CH3:82])[O:72][C@H:71]3[CH2:96][CH2:97][O:98][Si:99]([CH2:104][CH3:105])([CH2:102][CH3:103])[CH2:100][CH3:101])[O:57][C@@H:51]2[C@H:50]([O:107][Si:108]([C:111]([CH3:114])([CH3:113])[CH3:112])([CH3:110])[CH3:109])[C@@H:49]1[O:115][Si:116]([C:119]([CH3:120])([CH3:121])[CH3:122])([CH3:117])[CH3:118])[O:40][Si:41]([C:44]([CH3:45])([CH3:47])[CH3:46])([CH3:43])[CH3:42])[CH2:11][CH2:12][C@@H:13]1[O:21][C@@H:20]2[C@@:15]([CH2:35][I:36])([O:16][C@@H:17]([CH2:22][C@@H:23]([CH3:34])[C:24]([O:26][S:27]([C:30]([F:32])([F:31])[F:33])(=[O:29])=[O:28])=[CH2:25])[CH2:18][CH2:19]2)[CH2:14]1)(=[O:8])[C:2]1[CH:7]=[CH:6][CH:5]=[CH:4][CH:3]=1. (2) The product is: [CH:1]1([C:7]2[C:15]3[C:14](=[O:16])[NH:13][C:12]([C:17]4[CH:22]=[CH:21][C:20]([O:23][CH2:34][CH2:35][OH:36])=[CH:19][C:18]=4[O:24][CH3:25])=[N:11][C:10]=3[N:9]([CH3:26])[N:8]=2)[CH2:2][CH2:3][CH2:4][CH2:5][CH2:6]1. Given the reactants [CH:1]1([C:7]2[C:15]3[C:14](=[O:16])[NH:13][C:12]([C:17]4[CH:22]=[CH:21][C:20]([OH:23])=[CH:19][C:18]=4[O:24][CH3:25])=[N:11][C:10]=3[N:9]([CH3:26])[N:8]=2)[CH2:6][CH2:5][CH2:4][CH2:3][CH2:2]1.C(=O)([O-])[O-].[K+].[K+].Br[CH2:34][CH2:35][OH:36], predict the reaction product. (3) Given the reactants Br[C:2]1[CH:7]=[CH:6][C:5]([F:8])=[C:4]([N+:9]([O-:11])=[O:10])[CH:3]=1.B([C:15]1[CH:23]=[CH:22][CH:21]=[CH:20][C:16]=1[C:17]([OH:19])=[O:18])(O)O.C(=O)([O-])[O-].[K+].[K+], predict the reaction product. The product is: [F:8][C:5]1[CH:6]=[CH:7][C:2]([C:15]2[C:16]([C:17]([OH:19])=[O:18])=[CH:20][CH:21]=[CH:22][CH:23]=2)=[CH:3][C:4]=1[N+:9]([O-:11])=[O:10]. (4) The product is: [NH2:1][C:2]1[C:11]2[CH:10]=[CH:9][C:8]([F:12])=[C:7]([C:23]3[CH:24]=[N:25][CH:26]=[CH:27][C:22]=3[O:21][CH3:20])[C:6]=2[N:5]=[C:4]2[CH2:14][N:15]([CH2:18][CH3:19])[C:16](=[O:17])[C:3]=12. Given the reactants [NH2:1][C:2]1[C:11]2[CH:10]=[CH:9][C:8]([F:12])=[C:7](I)[C:6]=2[N:5]=[C:4]2[CH2:14][N:15]([CH2:18][CH3:19])[C:16](=[O:17])[C:3]=12.[CH3:20][O:21][C:22]1[CH:27]=[CH:26][N:25]=[CH:24][C:23]=1B(O)O, predict the reaction product. (5) Given the reactants [CH:1]1[C:10]2[C:5](=[CH:6][CH:7]=[CH:8][CH:9]=2)[CH:4]=[CH:3][C:2]=1[OH:11].[Cl-].[CH:13](=[N+:20]([CH3:22])[CH3:21])[C:14]1[CH:19]=[CH:18][CH:17]=[CH:16][CH:15]=1.[CH3:23][O:24][C:25]1[CH:32]=[CH:31][C:28]([CH2:29]Cl)=[CH:27][CH:26]=1, predict the reaction product. The product is: [CH3:23][O:24][C:25]1[CH:32]=[CH:31][C:28]([CH2:29][O:11][C:2]2[CH:3]=[CH:4][C:5]3[C:10](=[CH:9][CH:8]=[CH:7][CH:6]=3)[C:1]=2[CH:13]([N:20]([CH3:22])[CH3:21])[C:14]2[CH:19]=[CH:18][CH:17]=[CH:16][CH:15]=2)=[CH:27][CH:26]=1. (6) Given the reactants [C:1]([C:3]1[CH:4]=[C:5]([NH:9][C:10](=[O:13])[CH2:11][CH3:12])[CH:6]=[CH:7][CH:8]=1)#[N:2].[CH2:14]1[O:24][C:23]2[CH:22]=[CH:21][C:18]([CH2:19]Cl)=[CH:17][C:16]=2[O:15]1, predict the reaction product. The product is: [O:24]1[C:23]2[CH:22]=[CH:21][C:18]([CH2:19][N:9]([C:5]3[CH:6]=[CH:7][CH:8]=[C:3]([C:1]#[N:2])[CH:4]=3)[C:10](=[O:13])[CH2:11][CH3:12])=[CH:17][C:16]=2[O:15][CH2:14]1.